Predict the reactants needed to synthesize the given product. From a dataset of Full USPTO retrosynthesis dataset with 1.9M reactions from patents (1976-2016). (1) Given the product [CH2:42]([O:16][C:15](=[O:17])[C@H:14]([NH:18][S:19]([C:22]1[S:23][C:24]([C:27]2[CH:28]=[CH:29][C:30]([O:33][CH2:34][CH3:35])=[CH:31][CH:32]=2)=[CH:25][CH:26]=1)(=[O:21])=[O:20])[CH:11]1[CH2:12][CH2:13][N:8]([C:1]([O:3][C:4]([CH3:7])([CH3:6])[CH3:5])=[O:2])[CH2:9][CH2:10]1)[C:43]1[CH:48]=[CH:47][CH:46]=[CH:45][CH:44]=1, predict the reactants needed to synthesize it. The reactants are: [C:1]([N:8]1[CH2:13][CH2:12][CH:11]([C@@H:14]([NH:18][S:19]([C:22]2[S:23][C:24]([C:27]3[CH:32]=[CH:31][C:30]([O:33][CH2:34][CH3:35])=[CH:29][CH:28]=3)=[CH:25][CH:26]=2)(=[O:21])=[O:20])[C:15]([OH:17])=[O:16])[CH2:10][CH2:9]1)([O:3][C:4]([CH3:7])([CH3:6])[CH3:5])=[O:2].C(=O)([O-])[O-].[Cs+].[Cs+].[CH2:42](Br)[C:43]1[CH:48]=[CH:47][CH:46]=[CH:45][CH:44]=1. (2) Given the product [CH:2]1[C:12]2[CH:11]=[CH:10][C:9]3[CH:13]=[CH:14][CH:15]=[CH:16][C:8]=3[CH:7]([CH:17]3[C:22](=[O:23])[CH2:21][CH2:20][N:19]([CH2:35][C:34]4[CH:37]=[CH:38][C:31]([OH:30])=[CH:32][CH:33]=4)[CH2:18]3)[C:6]=2[CH:5]=[CH:4][CH:3]=1, predict the reactants needed to synthesize it. The reactants are: Cl.[CH:2]1[C:12]2[CH:11]=[CH:10][C:9]3[CH:13]=[CH:14][CH:15]=[CH:16][C:8]=3[CH:7]([CH:17]3[C:22](=[O:23])[CH2:21][CH2:20][NH:19][CH2:18]3)[C:6]=2[CH:5]=[CH:4][CH:3]=1.C(NCC)(C)C.[OH:30][C:31]1[CH:38]=[CH:37][C:34]([CH2:35]O)=[CH:33][CH:32]=1. (3) Given the product [ClH:44].[ClH:44].[F:1][C:2]1[CH:3]=[CH:4][C:5]([C:8]2[N:12]([S:13]([C:16]3[CH:17]=[N:18][CH:19]=[CH:20][CH:21]=3)(=[O:15])=[O:14])[CH:11]=[C:10]([CH2:22][NH:23][CH3:24])[CH:9]=2)=[CH:6][CH:7]=1, predict the reactants needed to synthesize it. The reactants are: [F:1][C:2]1[CH:7]=[CH:6][C:5]([C:8]2[N:12]([S:13]([C:16]3[CH:17]=[N:18][CH:19]=[CH:20][CH:21]=3)(=[O:15])=[O:14])[CH:11]=[C:10]([CH2:22][N:23](C)[C:24](=O)OC(C)(C)C)[CH:9]=2)=[CH:4][CH:3]=1.FC(F)(F)C(O)=O.C(=O)([O-])O.[Na+].[Cl:44]CCl. (4) Given the product [F:1][C:2]([F:43])([F:44])[C@@H:3]([NH:10][C@@H:11]([CH2:38][C:39]([F:42])([CH3:41])[CH3:40])[C:12]([NH:14][C@@H:15]([CH2:36][CH3:37])[CH2:16][NH:17][C:18]1[CH:33]=[CH:32][C:21]([O:22][C:23]([CH3:30])([CH3:31])[C:24]([O:26][CH2:27][CH:28]=[CH2:29])=[O:25])=[CH:20][C:19]=1[O:34][CH3:35])=[O:13])[C:4]1[CH:5]=[CH:6][CH:7]=[CH:8][CH:9]=1.[F:1][C:2]([F:43])([F:44])[C@@H:3]([NH:10][C@@H:11]([CH2:38][C:39]([F:42])([CH3:41])[CH3:40])[C:12]([NH:14][C@@H:15]([CH2:36][CH3:37])[CH2:16][NH:17][C:18]1[CH:33]=[CH:32][C:21]([O:22][C:23]([CH3:30])([CH3:31])[C:24]([OH:26])=[O:25])=[CH:20][C:19]=1[O:34][CH3:35])=[O:13])[C:4]1[CH:5]=[CH:6][CH:7]=[CH:8][CH:9]=1, predict the reactants needed to synthesize it. The reactants are: [F:1][C:2]([F:44])([F:43])[C@@H:3]([NH:10][C@@H:11]([CH2:38][C:39]([F:42])([CH3:41])[CH3:40])[C:12]([NH:14][C@@H:15]([CH2:36][CH3:37])[CH2:16][NH:17][C:18]1[CH:33]=[CH:32][C:21]([O:22][C:23]([CH3:31])([CH3:30])[C:24]([O:26][CH2:27][CH:28]=[CH2:29])=[O:25])=[CH:20][C:19]=1[O:34][CH3:35])=[O:13])[C:4]1[CH:9]=[CH:8][CH:7]=[CH:6][CH:5]=1.N1CCCC1.C1(P(C2C=CC=CC=2)C2C=CC=CC=2)C=CC=CC=1.O. (5) Given the product [F:1][C:2]1[CH:7]=[C:6]([F:8])[CH:5]=[CH:4][C:3]=1[CH:9]([C:11]1[CH:12]=[CH:13][CH:14]=[CH:15][CH:16]=1)[O:10][CH:30]1[CH2:35][CH2:34][NH:33][CH2:32][CH2:31]1, predict the reactants needed to synthesize it. The reactants are: [F:1][C:2]1[CH:7]=[C:6]([F:8])[CH:5]=[CH:4][C:3]=1[CH:9]([C:11]1[CH:16]=[CH:15][CH:14]=[CH:13][CH:12]=1)[OH:10].O.C1(C)C=CC(S(O)(=O)=O)=CC=1.O[CH:30]1[CH2:35][CH2:34][NH:33][CH2:32][CH2:31]1. (6) Given the product [C:45]([O:49][C:26](=[O:35])[NH:23][CH2:9][CH:8]([C:5]1[CH:4]=[CH:3][C:2]([Br:1])=[CH:7][CH:6]=1)[C:13]1[CH:18]=[CH:17][CH:16]=[C:15]([O:19][CH3:20])[CH:14]=1)([CH3:48])([CH3:47])[CH3:46], predict the reactants needed to synthesize it. The reactants are: [Br:1][C:2]1[CH:7]=[CH:6][C:5]([CH:8]([C:13]2[CH:18]=[CH:17][CH:16]=[C:15]([O:19][CH3:20])[CH:14]=2)[CH2:9]C(O)=O)=[CH:4][CH:3]=1.C([N:23]([CH2:26]C)CC)C.C1(P(N=[N+]=[N-])(C2C=CC=CC=2)=[O:35])C=CC=CC=1.[C:45]([OH:49])([CH3:48])([CH3:47])[CH3:46]. (7) Given the product [OH:33][CH:31]([CH3:32])[CH2:30][CH2:29][NH:28][CH2:1][C:3]1[N:4]=[CH:5][C:6]([NH:9][C:10](=[O:27])[CH:11]([NH:15][C:16](=[O:26])[CH2:17][C:18]2[CH:23]=[C:22]([F:24])[CH:21]=[C:20]([F:25])[CH:19]=2)[CH2:12][CH2:13][CH3:14])=[N:7][CH:8]=1, predict the reactants needed to synthesize it. The reactants are: [CH:1]([C:3]1[N:4]=[CH:5][C:6]([NH:9][C:10](=[O:27])[CH:11]([NH:15][C:16](=[O:26])[CH2:17][C:18]2[CH:23]=[C:22]([F:24])[CH:21]=[C:20]([F:25])[CH:19]=2)[CH2:12][CH2:13][CH3:14])=[N:7][CH:8]=1)=O.[NH2:28][CH2:29][CH2:30][CH:31]([OH:33])[CH3:32].S([O-])([O-])(=O)=O.[Na+].[Na+].C(O[BH-](OC(=O)C)OC(=O)C)(=O)C.[Na+].